Dataset: NCI-60 drug combinations with 297,098 pairs across 59 cell lines. Task: Regression. Given two drug SMILES strings and cell line genomic features, predict the synergy score measuring deviation from expected non-interaction effect. Drug 1: COC1=C2C(=CC3=C1OC=C3)C=CC(=O)O2. Drug 2: C1CN(P(=O)(OC1)NCCCl)CCCl. Cell line: BT-549. Synergy scores: CSS=-4.02, Synergy_ZIP=3.24, Synergy_Bliss=2.28, Synergy_Loewe=-0.559, Synergy_HSA=-2.04.